Dataset: Forward reaction prediction with 1.9M reactions from USPTO patents (1976-2016). Task: Predict the product of the given reaction. (1) Given the reactants [CH3:1][S:2][C:3]1[CH:18]=[CH:17][C:6]([O:7][C:8]2[N:16]=[CH:15][CH:14]=[CH:13][C:9]=2[C:10]([OH:12])=O)=[CH:5][CH:4]=1.C(N(CC)CC)C.S(O)(=O)(=O)C.[CH2:31]([O:38][C:39]([C@H:41]1[CH2:46][CH2:45][C@@H:44]([NH2:47])[CH2:43][CH2:42]1)=[O:40])[C:32]1[CH:37]=[CH:36][CH:35]=[CH:34][CH:33]=1.Cl.CN(C)CCCN=C=NCC.ON1C2C=CC=CC=2N=N1, predict the reaction product. The product is: [CH2:31]([O:38][C:39]([C@H:41]1[CH2:46][CH2:45][C@@H:44]([NH:47][C:10]([C:9]2[C:8]([O:7][C:6]3[CH:5]=[CH:4][C:3]([S:2][CH3:1])=[CH:18][CH:17]=3)=[N:16][CH:15]=[CH:14][CH:13]=2)=[O:12])[CH2:43][CH2:42]1)=[O:40])[C:32]1[CH:37]=[CH:36][CH:35]=[CH:34][CH:33]=1. (2) Given the reactants FC(F)(F)C(O)=O.[Br:8][C:9]1[CH:10]=[C:11]([N:16]2[C:20](=[O:21])[O:19][N:18]=[C:17]2[C:22]2[C:23]([NH:27][CH2:28][CH2:29][NH:30][S:31]([NH:34]C(=O)OC(C)(C)C)(=[O:33])=[O:32])=[N:24][O:25][N:26]=2)[CH:12]=[CH:13][C:14]=1[F:15], predict the reaction product. The product is: [Br:8][C:9]1[CH:10]=[C:11]([N:16]2[C:20](=[O:21])[O:19][N:18]=[C:17]2[C:22]2[C:23]([NH:27][CH2:28][CH2:29][NH:30][S:31]([NH2:34])(=[O:32])=[O:33])=[N:24][O:25][N:26]=2)[CH:12]=[CH:13][C:14]=1[F:15].